From a dataset of Reaction yield outcomes from USPTO patents with 853,638 reactions. Predict the reaction yield, written as a fraction of the theoretical maximum amount of product (1.0 means a 100% yield; for example, 0.34 means a 34% yield). (1) The reactants are [H-].[Al+3].[Li+].[H-].[H-].[H-].[C:7]([N:15]1[CH2:28][CH2:27][C:26]2[C:25]3[CH:24]=[CH:23][CH:22]=[C:21]([C:29]4[CH:34]=[CH:33][CH:32]=[CH:31][CH:30]=4)[C:20]=3[NH:19][C:18]=2[CH2:17][CH2:16]1)(=O)[C:8]1[CH:13]=[CH:12][CH:11]=[CH:10][CH:9]=1.O.[OH-].[Na+]. The catalyst is O1CCCC1. The product is [CH2:7]([N:15]1[CH2:28][CH2:27][C:26]2[C:25]3[CH:24]=[CH:23][CH:22]=[C:21]([C:29]4[CH:34]=[CH:33][CH:32]=[CH:31][CH:30]=4)[C:20]=3[NH:19][C:18]=2[CH2:17][CH2:16]1)[C:8]1[CH:9]=[CH:10][CH:11]=[CH:12][CH:13]=1. The yield is 0.920. (2) The reactants are Br[C:2]1[CH:3]=[C:4]2[C:10](I)=[N:9][NH:8][C:5]2=[CH:6][N:7]=1.[N:12]1[CH:17]=[CH:16][CH:15]=[C:14](B(O)O)[CH:13]=1.C(=O)([O-])[O-].[Na+].[Na+].CO[CH2:29][CH2:30]OC. The catalyst is CC#N.C1C=CC(P(C2C=CC=CC=2)[C-]2C=CC=C2)=CC=1.C1C=CC(P(C2C=CC=CC=2)[C-]2C=CC=C2)=CC=1.Cl[Pd]Cl.[Fe+2].O.C(O)C. The product is [N:12]1[CH:17]=[CH:16][CH:15]=[C:14]([C:10]2[C:4]3[C:5](=[CH:6][N:7]=[C:2]([C:3]4[CH:2]=[N:7][CH:6]=[CH:29][CH:30]=4)[CH:3]=3)[NH:8][N:9]=2)[CH:13]=1. The yield is 0.280. (3) The reactants are F[C:2]1[C:7]([F:8])=[CH:6][N:5]=[C:4]2[NH:9][CH:10]=[C:11]([NH:12][C:13](=[O:20])[C:14]3[CH:19]=[CH:18][CH:17]=[N:16][CH:15]=3)[C:3]=12.[CH3:21][C:22]1([NH:28]C(=O)OC(C)(C)C)[CH2:27][CH2:26][CH2:25][NH:24][CH2:23]1.CCN(C(C)C)C(C)C.C(O)(C(F)(F)F)=O.C(Cl)[Cl:53]. The catalyst is CCCCO. The product is [ClH:53].[NH2:28][C:22]1([CH3:21])[CH2:27][CH2:26][CH2:25][N:24]([C:2]2[C:7]([F:8])=[CH:6][N:5]=[C:4]3[NH:9][CH:10]=[C:11]([NH:12][C:13](=[O:20])[C:14]4[CH:19]=[CH:18][CH:17]=[N:16][CH:15]=4)[C:3]=23)[CH2:23]1. The yield is 0.560. (4) The reactants are [N:1]1[CH:6]=[CH:5][CH:4]=[CH:3][C:2]=1[S:7][S:8][CH2:9][CH2:10][CH:11]([S:15]([OH:18])(=[O:17])=[O:16])[C:12]([OH:14])=[O:13].O[N:20]1[C:24](=[O:25])[CH2:23][CH2:22][C:21]1=[O:26].C(N=C=NCCCN(C)C)C. The catalyst is CC(N(C)C)=O. The product is [O:26]=[C:21]1[CH2:22][CH2:23][C:24](=[O:25])[N:20]1[O:13][C:12](=[O:14])[CH:11]([S:15]([OH:18])(=[O:16])=[O:17])[CH2:10][CH2:9][S:8][S:7][C:2]1[CH:3]=[CH:4][CH:5]=[CH:6][N:1]=1. The yield is 0.704. (5) The reactants are O[C:2]1[CH:3]=[N:4][CH:5]=[CH:6][C:7]=1[NH:8][C:9](=[O:19])[C:10]1[CH:15]=[CH:14][C:13]([N+:16]([O-:18])=[O:17])=[CH:12][CH:11]=1.[OH-].[Na+]. The catalyst is O. The product is [N+:16]([C:13]1[CH:12]=[CH:11][C:10]([C:9]2[O:19][C:2]3[CH:3]=[N:4][CH:5]=[CH:6][C:7]=3[N:8]=2)=[CH:15][CH:14]=1)([O-:18])=[O:17]. The yield is 0.730. (6) The reactants are Br[C:2]1[C:7](=[O:8])[N:6]([CH2:9][C:10]2[CH:15]=[CH:14][C:13]([C:16]3[C:17]([C:22]#[N:23])=[CH:18][CH:19]=[CH:20][CH:21]=3)=[CH:12][CH:11]=2)[C:5]([CH2:24][CH2:25][CH3:26])=[N:4][C:3]=1[CH2:27][CH3:28].[CH3:29][O:30][C:31]1[CH:36]=[CH:35][C:34](B(O)O)=[CH:33][CH:32]=1.C(=O)([O-])[O-].[Cs+].[Cs+]. The catalyst is O1CCOCC1.C(OCC)(=O)C.C1C=CC(P(C2C=CC=CC=2)[C-]2C=CC=C2)=CC=1.C1C=CC(P(C2C=CC=CC=2)[C-]2C=CC=C2)=CC=1.Cl[Pd]Cl.[Fe+2]. The product is [CH2:27]([C:3]1[N:4]=[C:5]([CH2:24][CH2:25][CH3:26])[N:6]([CH2:9][C:10]2[CH:11]=[CH:12][C:13]([C:16]3[C:17]([C:22]#[N:23])=[CH:18][CH:19]=[CH:20][CH:21]=3)=[CH:14][CH:15]=2)[C:7](=[O:8])[C:2]=1[C:34]1[CH:35]=[CH:36][C:31]([O:30][CH3:29])=[CH:32][CH:33]=1)[CH3:28]. The yield is 0.910. (7) The yield is 0.780. The reactants are CO[C:3](=[O:31])[C:4]1[CH:9]=[CH:8][C:7]([N:10]2[CH:14]=[C:13]([C:15]3[C:16]([C:24]4[CH:29]=[CH:28][C:27]([Cl:30])=[CH:26][CH:25]=4)=[N:17][O:18][C:19]=3[C:20]([F:23])([F:22])[F:21])[N:12]=[CH:11]2)=[N:6][CH:5]=1.[NH2:32][CH:33]1[CH2:38][CH2:37][O:36][CH2:35][CH2:34]1. The product is [Cl:30][C:27]1[CH:26]=[CH:25][C:24]([C:16]2[C:15]([C:13]3[N:12]=[CH:11][N:10]([C:7]4[CH:8]=[CH:9][C:4]([C:3]([NH:32][CH:33]5[CH2:38][CH2:37][O:36][CH2:35][CH2:34]5)=[O:31])=[CH:5][N:6]=4)[CH:14]=3)=[C:19]([C:20]([F:22])([F:21])[F:23])[O:18][N:17]=2)=[CH:29][CH:28]=1. No catalyst specified.